From a dataset of Forward reaction prediction with 1.9M reactions from USPTO patents (1976-2016). Predict the product of the given reaction. (1) Given the reactants Br[C:2]1[CH:7]=[CH:6][C:5]([O:8][CH3:9])=[C:4]([CH2:10][CH3:11])[CH:3]=1.[Li]CCCC.C[O:18][B:19](OC)[O:20]C.CCCCCC, predict the reaction product. The product is: [CH2:10]([C:4]1[CH:3]=[C:2]([B:19]([OH:20])[OH:18])[CH:7]=[CH:6][C:5]=1[O:8][CH3:9])[CH3:11]. (2) Given the reactants [CH2:1]([CH:3]1[N:12]2[CH:7]([CH2:8][C:9](=[O:18])[C:10]([C:13]([O:15][CH2:16][CH3:17])=[O:14])=[CH:11]2)[C:6]2[CH:19]=[C:20]([O:26][CH3:27])[C:21]([CH2:23][CH2:24][CH3:25])=[CH:22][C:5]=2[CH2:4]1)[CH3:2].C1(Cl)C(=O)C(Cl)=C(Cl)C(=O)C=1Cl, predict the reaction product. The product is: [CH2:1]([CH:3]1[N:12]2[C:7](=[CH:8][C:9](=[O:18])[C:10]([C:13]([O:15][CH2:16][CH3:17])=[O:14])=[CH:11]2)[C:6]2[CH:19]=[C:20]([O:26][CH3:27])[C:21]([CH2:23][CH2:24][CH3:25])=[CH:22][C:5]=2[CH2:4]1)[CH3:2]. (3) Given the reactants [CH:1]1(B(O)O)[CH2:3][CH2:2]1.C(=O)([O-])[O-].[Na+].[Na+].C1(P(C2CCCCC2)C2C=CC=CC=2C2C(OC)=CC=CC=2OC)CCCCC1.Br[C:43]1[C:44]([CH:56]2[CH2:58][CH2:57]2)=[CH:45][C:46]([O:53][CH2:54][CH3:55])=[C:47]([CH:52]=1)[C:48]([O:50][CH3:51])=[O:49], predict the reaction product. The product is: [CH:56]1([C:44]2[C:43]([CH:1]3[CH2:3][CH2:2]3)=[CH:52][C:47]([C:48]([O:50][CH3:51])=[O:49])=[C:46]([O:53][CH2:54][CH3:55])[CH:45]=2)[CH2:58][CH2:57]1. (4) Given the reactants C1(O[C:8](=[O:27])[NH:9][C:10]2[S:11][C:12]3[C:13]([N:21]4[CH2:26][CH2:25][O:24][CH2:23][CH2:22]4)=[N:14][CH:15]=[C:16]([O:19][CH3:20])[C:17]=3[N:18]=2)C=CC=CC=1.FC(F)(F)C(O)=O.[CH3:35][O:36][CH2:37][CH:38]1[CH2:43][CH2:42][NH:41][CH2:40][CH2:39]1.C(N(CC)C(C)C)(C)C, predict the reaction product. The product is: [CH3:20][O:19][C:16]1[C:17]2[N:18]=[C:10]([NH:9][C:8]([N:41]3[CH2:42][CH2:43][CH:38]([CH2:37][O:36][CH3:35])[CH2:39][CH2:40]3)=[O:27])[S:11][C:12]=2[C:13]([N:21]2[CH2:22][CH2:23][O:24][CH2:25][CH2:26]2)=[N:14][CH:15]=1. (5) Given the reactants [S:1]1[C:5]2[CH:6]=[CH:7][CH:8]=[CH:9][C:4]=2[N:3]=[C:2]1[C:10]1[CH:19]=[C:18]([N+:20]([O-])=O)[CH:17]=[C:16]2[C:11]=1[CH2:12][CH2:13][N:14]([C:23](=[O:28])[C:24]([F:27])([F:26])[F:25])[CH2:15]2.[H][H], predict the reaction product. The product is: [NH2:20][C:18]1[CH:17]=[C:16]2[C:11]([CH2:12][CH2:13][N:14]([C:23](=[O:28])[C:24]([F:27])([F:25])[F:26])[CH2:15]2)=[C:10]([C:2]2[S:1][C:5]3[CH:6]=[CH:7][CH:8]=[CH:9][C:4]=3[N:3]=2)[CH:19]=1. (6) Given the reactants [C:1]1([C:7]2[CH:12]=[CH:11][N:10]=[C:9]([N:13]3[CH2:20][CH:19]4[CH:15]([CH2:16][NH:17][CH2:18]4)[CH2:14]3)[N:8]=2)[CH:6]=[CH:5][CH:4]=[CH:3][CH:2]=1.[N:21]1([C:26]2[CH:34]=[CH:33][CH:32]=[CH:31][C:27]=2[C:28](O)=[O:29])[CH:25]=[CH:24][CH:23]=[N:22]1, predict the reaction product. The product is: [C:1]1([C:7]2[CH:12]=[CH:11][N:10]=[C:9]([N:13]3[CH2:14][CH:15]4[CH:19]([CH2:18][N:17]([C:28]([C:27]5[CH:31]=[CH:32][CH:33]=[CH:34][C:26]=5[N:21]5[CH:25]=[CH:24][CH:23]=[N:22]5)=[O:29])[CH2:16]4)[CH2:20]3)[N:8]=2)[CH:2]=[CH:3][CH:4]=[CH:5][CH:6]=1. (7) Given the reactants [Cl:1][C:2]1[CH:3]=[C:4]([C:14]2([OH:21])[CH2:17][CH:16]([C:18](O)=[O:19])[CH2:15]2)[CH:5]=[CH:6][C:7]=1[CH2:8][N:9]1[CH2:13][CH2:12][CH2:11][CH2:10]1.Cl.[O:23]1[CH2:28][CH2:27][CH:26]([CH2:29][NH2:30])[CH2:25][CH2:24]1.[CH2:31](N(CC)CC)C.C(P1(=O)OP(CCC)(=O)OP(CCC)(=O)O1)CC.[OH-].[Na+], predict the reaction product. The product is: [CH3:31][N:30]([CH2:29][CH:26]1[CH2:27][CH2:28][O:23][CH2:24][CH2:25]1)[C:18]([CH:16]1[CH2:15][C:14]([C:4]2[CH:5]=[CH:6][C:7]([CH2:8][N:9]3[CH2:10][CH2:11][CH2:12][CH2:13]3)=[C:2]([Cl:1])[CH:3]=2)([OH:21])[CH2:17]1)=[O:19].